From a dataset of Forward reaction prediction with 1.9M reactions from USPTO patents (1976-2016). Predict the product of the given reaction. (1) The product is: [N:6]1[CH:11]=[CH:10][CH:9]=[N:8][C:7]=1[C:17]([NH2:18])=[O:3]. Given the reactants S(O)(=O)(=[O:3])C.[N:6]1[CH:11]=[CH:10][CH:9]=[N:8][CH:7]=1.FC1C=CC([CH2:17][NH2:18])=CC=1, predict the reaction product. (2) Given the reactants [Br:1][C:2]1[CH:3]=[C:4]([C:10]([N:12]2[CH2:17][CH2:16][O:15][C:14]3[CH:18]=[CH:19][N:20]=[CH:21][C:13]2=3)=[O:11])[CH:5]=[CH:6][C:7]=1[O:8]C.B(Br)(Br)Br, predict the reaction product. The product is: [Br:1][C:2]1[CH:3]=[C:4]([C:10]([N:12]2[CH2:17][CH2:16][O:15][C:14]3[CH:18]=[CH:19][N:20]=[CH:21][C:13]2=3)=[O:11])[CH:5]=[CH:6][C:7]=1[OH:8].